Dataset: Forward reaction prediction with 1.9M reactions from USPTO patents (1976-2016). Task: Predict the product of the given reaction. (1) Given the reactants [CH:1]([C:3]1[CH:4]=[C:5]([CH:9]=[C:10]([CH:14]([CH3:16])[CH3:15])[C:11]=1[O:12][CH3:13])[C:6]([OH:8])=[O:7])=O.Cl.[NH2:18]O, predict the reaction product. The product is: [C:1]([C:3]1[CH:4]=[C:5]([CH:9]=[C:10]([CH:14]([CH3:16])[CH3:15])[C:11]=1[O:12][CH3:13])[C:6]([OH:8])=[O:7])#[N:18]. (2) Given the reactants [Br:1][C:2]1[C:3]([OH:14])=[N:4][CH:5]=[C:6]([N:8]2[CH2:13][CH2:12][O:11][CH2:10][CH2:9]2)[CH:7]=1.[C:15](=O)([O-])[O-].[K+].[K+].IC, predict the reaction product. The product is: [Br:1][C:2]1[C:3](=[O:14])[N:4]([CH3:15])[CH:5]=[C:6]([N:8]2[CH2:9][CH2:10][O:11][CH2:12][CH2:13]2)[CH:7]=1.